Dataset: Forward reaction prediction with 1.9M reactions from USPTO patents (1976-2016). Task: Predict the product of the given reaction. Given the reactants [Cl:1][C:2]1[CH:7]=[C:6]([CH3:8])[CH:5]=[C:4]([CH3:9])[C:3]=1[N:10]1[CH2:15][CH2:14][CH2:13][C:12]2[C:16](=O)[N:17]([CH3:19])[NH:18][C:11]1=2.P(Br)(Br)([Br:23])=O, predict the reaction product. The product is: [Br:23][C:16]1[N:17]([CH3:19])[N:18]=[C:11]2[C:12]=1[CH2:13][CH2:14][CH2:15][N:10]2[C:3]1[C:4]([CH3:9])=[CH:5][C:6]([CH3:8])=[CH:7][C:2]=1[Cl:1].